This data is from Full USPTO retrosynthesis dataset with 1.9M reactions from patents (1976-2016). The task is: Predict the reactants needed to synthesize the given product. (1) Given the product [C:12]([C@@H:14]1[CH2:23][CH2:22][C:21]2[CH:20]=[C:19]([C@H:24]3[CH2:33][CH2:32][C@@:26]4([NH:30][C:29](=[O:31])[O:28][CH2:27]4)[CH2:25]3)[CH:18]=[CH:17][C:16]=2[CH2:15]1)(=[O:11])[CH3:13], predict the reactants needed to synthesize it. The reactants are: C(Cl)(=O)C(Cl)=O.CS(C)=O.[OH:11][C@H:12]([C@@H:14]1[CH2:23][CH2:22][C:21]2[CH:20]=[C:19]([C@H:24]3[CH2:33][CH2:32][C@@:26]4([NH:30][C:29](=[O:31])[O:28][CH2:27]4)[CH2:25]3)[CH:18]=[CH:17][C:16]=2[CH2:15]1)[CH3:13]. (2) Given the product [CH2:1]([O:3][C:4]([C:6]1[CH:7]=[N:8][N:9]([C:15]2[N:20]=[C:19]([C:21]3[CH:47]=[C:46]([CH3:48])[CH:45]=[CH:44][C:22]=3[O:23][CH2:24][C:25]3[CH:30]=[CH:29][C:28]([CH:31]4[CH2:36][CH2:35][N:34]([C:37]([O:39][C:40]([CH3:42])([CH3:43])[CH3:41])=[O:38])[CH2:33][CH2:32]4)=[CH:27][CH:26]=3)[CH:18]=[CH:17][CH:16]=2)[C:10]=1[C:11]([F:14])([F:13])[F:12])=[O:5])[CH3:2], predict the reactants needed to synthesize it. The reactants are: [CH2:1]([O:3][C:4]([C:6]1[CH:7]=[N:8][N:9]([C:15]2[N:20]=[C:19]([C:21]3[CH:47]=[C:46]([CH3:48])[CH:45]=[CH:44][C:22]=3[O:23][CH2:24][C:25]3[CH:30]=[CH:29][C:28]([C:31]4[CH2:32][CH2:33][N:34]([C:37]([O:39][C:40]([CH3:43])([CH3:42])[CH3:41])=[O:38])[CH2:35][CH:36]=4)=[CH:27][CH:26]=3)[CH:18]=[CH:17][CH:16]=2)[C:10]=1[C:11]([F:14])([F:13])[F:12])=[O:5])[CH3:2].[H][H].